Dataset: Peptide-MHC class I binding affinity with 185,985 pairs from IEDB/IMGT. Task: Regression. Given a peptide amino acid sequence and an MHC pseudo amino acid sequence, predict their binding affinity value. This is MHC class I binding data. (1) The peptide sequence is DTNYSGFMPK. The MHC is Mamu-B8301 with pseudo-sequence Mamu-B8301. The binding affinity (normalized) is 1.00. (2) The peptide sequence is KPKLKVATL. The MHC is HLA-A69:01 with pseudo-sequence HLA-A69:01. The binding affinity (normalized) is 0.0847. (3) The MHC is HLA-B46:01 with pseudo-sequence HLA-B46:01. The binding affinity (normalized) is 0.0847. The peptide sequence is RVYKNYDPR.